From a dataset of Reaction yield outcomes from USPTO patents with 853,638 reactions. Predict the reaction yield, written as a fraction of the theoretical maximum amount of product (1.0 means a 100% yield; for example, 0.34 means a 34% yield). (1) The reactants are [CH3:1][N:2]([CH3:6])[CH2:3][CH2:4][OH:5].F[C:8]1[CH:17]=[C:16]2[C:11]([C:12](=[O:18])[NH:13][CH:14]=[N:15]2)=[CH:10][CH:9]=1. No catalyst specified. The product is [CH3:1][N:2]([CH3:6])[CH2:3][CH2:4][O:5][C:8]1[CH:17]=[C:16]2[C:11]([C:12](=[O:18])[NH:13][CH:14]=[N:15]2)=[CH:10][CH:9]=1. The yield is 0.750. (2) The reactants are [C:1]([C:3]1[CH:8]=[CH:7][C:6]([C:9]2([F:32])[CH2:14][CH2:13][N:12]([C:15]([C:17]3[C:18]([CH2:30][CH3:31])=[CH:19][C:20]([CH:27]4[CH2:29][CH2:28]4)=[C:21]([CH:26]=3)[C:22](OC)=[O:23])=[O:16])[CH2:11][CH2:10]2)=[CH:5][CH:4]=1)#[N:2].O.[NH2:34][NH2:35]. The catalyst is C(O)C. The product is [C:1]([C:3]1[CH:8]=[CH:7][C:6]([C:9]2([F:32])[CH2:10][CH2:11][N:12]([C:15]([C:17]3[C:18]([CH2:30][CH3:31])=[CH:19][C:20]([CH:27]4[CH2:28][CH2:29]4)=[C:21]([CH:26]=3)[C:22]([NH:34][NH2:35])=[O:23])=[O:16])[CH2:13][CH2:14]2)=[CH:5][CH:4]=1)#[N:2]. The yield is 0.750. (3) The reactants are [NH2:1][C:2]1[N:3]=[C:4]2[CH:9]=[CH:8][C:7]([O:10][C:11]3[CH:12]=[C:13]([NH:17][C:18]([C:20]4[C:25]([CH3:26])=[CH:24][CH:23]=[CH:22][N:21]=4)=[O:19])[CH:14]=[CH:15][CH:16]=3)=[CH:6][N:5]2[CH:27]=1.ClC([CH2:33][CH:34]=[O:35])C([O-])=O.CO.C(=O)([O-])[O-:39].[Na+].[Na+]. The catalyst is CN(C)C(=O)C.O1CCCC1. The product is [OH:39][CH2:33][C:34]([NH:1][C:2]1[N:3]=[C:4]2[CH:9]=[CH:8][C:7]([O:10][C:11]3[CH:12]=[C:13]([NH:17][C:18]([C:20]4[C:25]([CH3:26])=[CH:24][CH:23]=[CH:22][N:21]=4)=[O:19])[CH:14]=[CH:15][CH:16]=3)=[CH:6][N:5]2[CH:27]=1)=[O:35]. The yield is 0.400. (4) The reactants are [C:1](Cl)(=[O:5])[CH2:2][CH2:3][CH3:4].[NH2:7][C:8]1[C:16]2[C:11](=[N:12][CH:13]=[C:14]([Cl:31])[C:15]=2[N:17]2[CH2:22][CH2:21][CH2:20][C@@H:19]([NH:23][C:24](=[O:30])[O:25][C:26]([CH3:29])([CH3:28])[CH3:27])[CH2:18]2)[NH:10][CH:9]=1.C(N(CC)CC)C.[Li+].[OH-]. The catalyst is ClCCl.CN1C(=O)CCC1.C1COCC1.CC#N.O. The product is [C:1]([NH:7][C:8]1[C:16]2[C:11](=[N:12][CH:13]=[C:14]([Cl:31])[C:15]=2[N:17]2[CH2:22][CH2:21][CH2:20][C@@H:19]([NH:23][C:24](=[O:30])[O:25][C:26]([CH3:27])([CH3:28])[CH3:29])[CH2:18]2)[NH:10][CH:9]=1)(=[O:5])[CH2:2][CH2:3][CH3:4]. The yield is 0.930. (5) The reactants are Cl.[CH2:2]([N:4]([CH2:36][CH3:37])[CH2:5][CH2:6][N:7]([CH3:35])[C:8]([C:10]1[S:22][C:21]2[C:20]3[CH:19]=[CH:18][CH:17]=[CH:16][C:15]=3[N:14](CC3C=CC(OC)=CC=3)[C:13](=[O:32])[C:12]=2[C:11]=1[O:33][CH3:34])=[O:9])[CH3:3].FC(F)(F)C(O)=O.FC(F)(F)S(O)(=O)=O. No catalyst specified. The product is [CH2:36]([N:4]([CH2:2][CH3:3])[CH2:5][CH2:6][N:7]([CH3:35])[C:8]([C:10]1[S:22][C:21]2[C:20]3[CH:19]=[CH:18][CH:17]=[CH:16][C:15]=3[NH:14][C:13](=[O:32])[C:12]=2[C:11]=1[O:33][CH3:34])=[O:9])[CH3:37]. The yield is 0.480. (6) The reactants are [BH4-].[Na+].[CH3:3][N:4]([CH3:30])[C:5]([C:7]1[N:12]=[C:11]2[C:13]([CH:17]=[O:18])=[C:14]([CH3:16])[NH:15][C:10]2=[C:9]([NH:19][CH2:20][C:21]2[C:26]([CH3:27])=[CH:25][CH:24]=[CH:23][C:22]=2[CH2:28][CH3:29])[CH:8]=1)=[O:6]. The catalyst is C(O)C. The product is [CH3:30][N:4]([CH3:3])[C:5]([C:7]1[N:12]=[C:11]2[C:13]([CH2:17][OH:18])=[C:14]([CH3:16])[NH:15][C:10]2=[C:9]([NH:19][CH2:20][C:21]2[C:26]([CH3:27])=[CH:25][CH:24]=[CH:23][C:22]=2[CH2:28][CH3:29])[CH:8]=1)=[O:6]. The yield is 0.720. (7) The reactants are [F:1][C:2]1[CH:7]=[CH:6][C:5]([Mg]Br)=[CH:4][CH:3]=1.[CH2:10]([N:17]1[CH2:22][CH2:21][C:20](=[O:23])[CH2:19][CH2:18]1)[C:11]1[CH:16]=[CH:15][CH:14]=[CH:13][CH:12]=1. The catalyst is C1COCC1. The product is [CH2:10]([N:17]1[CH2:22][CH2:21][C:20]([C:5]2[CH:6]=[CH:7][C:2]([F:1])=[CH:3][CH:4]=2)([OH:23])[CH2:19][CH2:18]1)[C:11]1[CH:12]=[CH:13][CH:14]=[CH:15][CH:16]=1. The yield is 0.890.